Task: Predict the reactants needed to synthesize the given product.. Dataset: Full USPTO retrosynthesis dataset with 1.9M reactions from patents (1976-2016) (1) Given the product [C:1]([O:5][CH:6]([C:11]1[C:12]([C:21]2[CH:26]=[CH:25][C:24]([CH3:27])=[CH:23][CH:22]=2)=[C:13]2[CH:20]=[CH:19][N:18]([CH2:29][C:30]3[C:31]([O:38][CH3:39])=[CH:32][CH:33]=[C:34]([F:37])[C:35]=3[F:36])[C:14]2=[N:15][C:16]=1[CH3:17])[C:7]([OH:9])=[O:8])([CH3:4])([CH3:3])[CH3:2], predict the reactants needed to synthesize it. The reactants are: [C:1]([O:5][CH:6]([C:11]1[C:12]([C:21]2[CH:26]=[CH:25][C:24]([CH3:27])=[CH:23][CH:22]=2)=[C:13]2[CH:20]=[CH:19][NH:18][C:14]2=[N:15][C:16]=1[CH3:17])[C:7]([O:9]C)=[O:8])([CH3:4])([CH3:3])[CH3:2].Br[CH2:29][C:30]1[C:35]([F:36])=[C:34]([F:37])[CH:33]=[CH:32][C:31]=1[O:38][CH3:39]. (2) Given the product [C:1]([C:4]1[C:9]([C:10]2[CH:15]=[CH:14][CH:13]=[CH:12][CH:11]=2)=[N:8][N:7]([CH2:16][CH3:17])[C:6](=[O:18])[C:5]=1[NH:19][C:23]1[CH:32]=[CH:31][CH:30]=[C:29]2[C:24]=1[CH:25]=[CH:26][C:27]([CH3:33])=[N:28]2)(=[O:3])[CH3:2], predict the reactants needed to synthesize it. The reactants are: [C:1]([C:4]1[C:9]([C:10]2[CH:15]=[CH:14][CH:13]=[CH:12][CH:11]=2)=[N:8][N:7]([CH2:16][CH3:17])[C:6](=[O:18])[C:5]=1[N+:19]([O-])=O)(=[O:3])[CH3:2].N[C:23]1[CH:32]=[CH:31][CH:30]=[C:29]2[C:24]=1[CH:25]=[CH:26][C:27]([CH3:33])=[N:28]2. (3) Given the product [F:34][C:29]1[CH:28]=[C:27]([C:21]2[C:20]([CH2:19][O:18][C:15]3[CH:16]=[CH:17][C:12]([C:11]([NH:8][CH:5]([CH3:7])[CH3:6])=[O:35])=[CH:13][N:14]=3)=[C:24]([CH2:25][OH:26])[O:23][N:22]=2)[CH:32]=[CH:31][C:30]=1[F:33], predict the reactants needed to synthesize it. The reactants are: C[Al](C)C.[CH:5]([NH2:8])([CH3:7])[CH3:6].CO[C:11](=[O:35])[C:12]1[CH:17]=[CH:16][C:15]([O:18][CH2:19][C:20]2[C:21]([C:27]3[CH:32]=[CH:31][C:30]([F:33])=[C:29]([F:34])[CH:28]=3)=[N:22][O:23][C:24]=2[CH2:25][OH:26])=[N:14][CH:13]=1. (4) Given the product [CH2:1]([O:3][C:4]([C:6]1[CH:7]=[C:8]2[N:13]([CH:14]=1)[CH:12]=[CH:11][C:10]([CH2:15][N:16]1[CH:20]=[C:19]([C:21]([O:28][C:29](=[O:39])[C:30]3[CH:31]=[CH:32][C:33]([N+:36]([O-:38])=[O:37])=[CH:34][CH:35]=3)([C:24]([F:27])([F:26])[F:25])[CH2:22][CH3:23])[N:18]=[N:17]1)=[CH:9]2)=[O:5])[CH3:2], predict the reactants needed to synthesize it. The reactants are: [CH2:1]([O:3][C:4]([C:6]1[CH:7]=[C:8]2[N:13]([CH:14]=1)[CH:12]=[CH:11][C:10]([CH2:15][N:16]=[N+:17]=[N-:18])=[CH:9]2)=[O:5])[CH3:2].[CH2:19]([C:21]([O:28][C:29](=[O:39])[C:30]1[CH:35]=[CH:34][C:33]([N+:36]([O-:38])=[O:37])=[CH:32][CH:31]=1)([C:24]([F:27])([F:26])[F:25])[C:22]#[CH:23])[CH3:20]. (5) Given the product [NH2:19][C:10]1[C:9]2[N:8]=[CH:7][N:6]([CH2:5][CH2:4][CH2:3][CH2:2][NH:1][C:30]([C:20]3[C:29]4[C:24](=[CH:25][CH:26]=[CH:27][CH:28]=4)[CH:23]=[CH:22][CH:21]=3)=[O:31])[C:18]=2[C:17]2[CH:16]=[CH:15][CH:14]=[CH:13][C:12]=2[N:11]=1, predict the reactants needed to synthesize it. The reactants are: [NH2:1][CH2:2][CH2:3][CH2:4][CH2:5][N:6]1[C:18]2[C:17]3[CH:16]=[CH:15][CH:14]=[CH:13][C:12]=3[N:11]=[C:10]([NH2:19])[C:9]=2[N:8]=[CH:7]1.[C:20]1([C:30](Cl)=[O:31])[C:29]2[C:24](=[CH:25][CH:26]=[CH:27][CH:28]=2)[CH:23]=[CH:22][CH:21]=1.